The task is: Predict the product of the given reaction.. This data is from Forward reaction prediction with 1.9M reactions from USPTO patents (1976-2016). (1) Given the reactants C([O:5][C:6]([C:8]1[O:9][C:10]2[CH:17]=[CH:16][CH:15]=[C:14]([C:18]3[CH:22]=[CH:21][O:20][CH:19]=3)[C:11]=2[C:12]=1[CH3:13])=[O:7])(C)(C)C.C(O)(C(F)(F)F)=O.ClCCl, predict the reaction product. The product is: [O:20]1[CH:21]=[CH:22][C:18]([C:14]2[C:11]3[C:12]([CH3:13])=[C:8]([C:6]([OH:7])=[O:5])[O:9][C:10]=3[CH:17]=[CH:16][CH:15]=2)=[CH:19]1. (2) Given the reactants [CH3:1][O:2][C:3]1[CH:8]=[CH:7][C:6]([S:9]([N:12]2[C:16]([C:17]3[CH:22]=[CH:21][CH:20]=[CH:19][CH:18]=3)=[CH:15][C:14]([C:23](OCC)=[O:24])=[CH:13]2)(=[O:11])=[O:10])=[CH:5][CH:4]=1.[H-].C([Al+]CC(C)C)C(C)C.Cl, predict the reaction product. The product is: [CH3:1][O:2][C:3]1[CH:4]=[CH:5][C:6]([S:9]([N:12]2[C:16]([C:17]3[CH:22]=[CH:21][CH:20]=[CH:19][CH:18]=3)=[CH:15][C:14]([CH:23]=[O:24])=[CH:13]2)(=[O:10])=[O:11])=[CH:7][CH:8]=1. (3) Given the reactants [CH:1]1([N:8]([C:22]([N:24]([CH2:27][CH3:28])[CH2:25][CH3:26])=[O:23])[CH:9]2[CH2:14][CH2:13][N:12](C(OC(C)(C)C)=O)[CH2:11][CH2:10]2)[CH2:7][CH2:6][CH2:5][CH2:4][CH2:3][CH2:2]1, predict the reaction product. The product is: [CH:1]1([N:8]([CH:9]2[CH2:14][CH2:13][NH:12][CH2:11][CH2:10]2)[C:22]([N:24]([CH2:27][CH3:28])[CH2:25][CH3:26])=[O:23])[CH2:2][CH2:3][CH2:4][CH2:5][CH2:6][CH2:7]1. (4) Given the reactants [N:1]1[CH:6]=[CH:5][CH:4]=[C:3](B(O)O)[CH:2]=1.C(O)C.C([O-])([O-])=O.[K+].[K+].[C:19]([O:23][C:24](=[O:35])[N:25]([C:28]1[S:32][C:31](Br)=[N:30][C:29]=1[Cl:34])[CH2:26][CH3:27])([CH3:22])([CH3:21])[CH3:20], predict the reaction product. The product is: [C:19]([O:23][C:24](=[O:35])[N:25]([C:28]1[S:32][C:31]([C:3]2[CH:2]=[N:1][CH:6]=[CH:5][CH:4]=2)=[N:30][C:29]=1[Cl:34])[CH2:26][CH3:27])([CH3:20])([CH3:21])[CH3:22]. (5) Given the reactants C(N(C(C)C)C(C)C)C.[O:10]=[C:11]1[CH2:19][C:18]2[C:13](=[CH:14][CH:15]=[C:16]([C:20]([OH:22])=O)[CH:17]=2)[NH:12]1.F[B-](F)(F)F.[N:28]1(OC(N(C)C)=[N+](C)C)[C:32]2[CH:33]=[CH:34][CH:35]=[CH:36][C:31]=2[N:30]=N1.O.ON1C2C=CC=CC=2N=N1.NCC1C=CC=CN=1.C([O-])(O)=O.[Na+], predict the reaction product. The product is: [O:10]=[C:11]1[CH2:19][C:18]2[C:13](=[CH:14][CH:15]=[C:16]([C:20]([NH:30][CH2:31][C:36]3[CH:35]=[CH:34][CH:33]=[CH:32][N:28]=3)=[O:22])[CH:17]=2)[NH:12]1. (6) Given the reactants C([O:3][C:4]([C:6]1[N:7]=[C:8]2[C:13]([C:14]([F:17])([F:16])[F:15])=[CH:12][C:11]([Br:18])=[CH:10][N:9]2[CH:19]=1)=[O:5])C.Cl, predict the reaction product. The product is: [Br:18][C:11]1[CH:12]=[C:13]([C:14]([F:16])([F:17])[F:15])[C:8]2[N:9]([CH:19]=[C:6]([C:4]([OH:5])=[O:3])[N:7]=2)[CH:10]=1.